Dataset: M1 muscarinic receptor antagonist screen with 61,756 compounds. Task: Binary Classification. Given a drug SMILES string, predict its activity (active/inactive) in a high-throughput screening assay against a specified biological target. (1) The compound is Clc1c(C2CC(=O)N3C(SCN(C3)c3ccccc3)=C2C#N)cccc1. The result is 0 (inactive). (2) The drug is Clc1ccc(OCCSc2[nH]c(CCC)cc(=O)n2)cc1. The result is 0 (inactive). (3) The result is 1 (active). The molecule is O=C(N1CCN(C23CC4CC(C2)CC(C3)C4)CC1)c1cc2c(oc1=O)c(OC)ccc2.